From a dataset of Catalyst prediction with 721,799 reactions and 888 catalyst types from USPTO. Predict which catalyst facilitates the given reaction. (1) Reactant: Cl.Cl.[NH2:3][CH2:4][C@@:5]1([OH:13])[CH:10]2[CH2:11][CH2:12][N:7]([CH2:8][CH2:9]2)[CH2:6]1.C(N(CC)CC)C.[N:21]([C:24]1[N:25]=[CH:26][C:27]2[C:32]([CH:33]=1)=[CH:31][C:30]([CH3:34])=[CH:29][CH:28]=2)=[C:22]=[S:23].C(N=C=NC(C)C)(C)C. Product: [CH3:34][C:30]1[CH:31]=[C:32]2[C:27](=[CH:28][CH:29]=1)[CH:26]=[N:25][C:24]([NH:21][C:22]1[O:13][C@:5]3([CH2:4][N:3]=1)[CH:10]1[CH2:9][CH2:8][N:7]([CH2:12][CH2:11]1)[CH2:6]3)=[CH:33]2.[OH:13][C@:5]1([CH2:4][NH:3][C:22]([NH:21][C:24]2[N:25]=[CH:26][C:27]3[C:32]([CH:33]=2)=[CH:31][C:30]([CH3:34])=[CH:29][CH:28]=3)=[S:23])[CH:10]2[CH2:9][CH2:8][N:7]([CH2:12][CH2:11]2)[CH2:6]1. The catalyst class is: 9. (2) Reactant: [N:1]([CH:4]1[CH2:8][N:7]([C:9]([O:11][C:12]([CH3:15])([CH3:14])[CH3:13])=[O:10])[CH2:6][C:5]1([F:17])[F:16])=[N+]=[N-]. Product: [NH2:1][CH:4]1[CH2:8][N:7]([C:9]([O:11][C:12]([CH3:13])([CH3:15])[CH3:14])=[O:10])[CH2:6][C:5]1([F:17])[F:16]. The catalyst class is: 19. (3) The catalyst class is: 73. Product: [OH:12][C:9]1[CH:10]=[C:11]2[C:6](=[CH:7][CH:8]=1)[C:5](=[O:13])[N:4]([C:14]1[CH:19]=[CH:18][C:17]([OH:20])=[CH:16][CH:15]=1)[CH:3]=[C:2]2[C:30]1[CH:29]=[C:28]([F:27])[C:33]([F:34])=[C:32]([F:35])[CH:31]=1. Reactant: Br[C:2]1[C:11]2[C:6](=[CH:7][CH:8]=[C:9]([OH:12])[CH:10]=2)[C:5](=[O:13])[N:4]([C:14]2[CH:19]=[CH:18][C:17]([OH:20])=[CH:16][CH:15]=2)[CH:3]=1.C(=O)([O-])[O-].[Cs+].[Cs+].[F:27][C:28]1[CH:29]=[C:30](B(O)O)[CH:31]=[C:32]([F:35])[C:33]=1[F:34].